This data is from Peptide-MHC class I binding affinity with 185,985 pairs from IEDB/IMGT. The task is: Regression. Given a peptide amino acid sequence and an MHC pseudo amino acid sequence, predict their binding affinity value. This is MHC class I binding data. (1) The peptide sequence is LYDSQGLPEELP. The MHC is HLA-A68:02 with pseudo-sequence HLA-A68:02. The binding affinity (normalized) is 0. (2) The peptide sequence is RRWIQLGLQK. The MHC is HLA-A29:02 with pseudo-sequence HLA-A29:02. The binding affinity (normalized) is 0. (3) The peptide sequence is KLFTIAMWLL. The MHC is HLA-A68:02 with pseudo-sequence HLA-A68:02. The binding affinity (normalized) is 0.154. (4) The peptide sequence is QPYPQPQPQY. The MHC is HLA-B53:01 with pseudo-sequence HLA-B53:01. The binding affinity (normalized) is 0.317. (5) The peptide sequence is VMAASGAPF. The MHC is HLA-B39:01 with pseudo-sequence HLA-B39:01. The binding affinity (normalized) is 0.0847. (6) The peptide sequence is QLMYDIINSV. The MHC is HLA-A02:02 with pseudo-sequence HLA-A02:02. The binding affinity (normalized) is 0.942. (7) The peptide sequence is RAFGRDWRY. The MHC is HLA-B51:01 with pseudo-sequence HLA-B51:01. The binding affinity (normalized) is 0.0847. (8) The peptide sequence is LDTGADDSI. The MHC is Mamu-B8701 with pseudo-sequence Mamu-B8701. The binding affinity (normalized) is 0.471. (9) The peptide sequence is FGAQMGWPV. The MHC is HLA-A02:01 with pseudo-sequence HLA-A02:01. The binding affinity (normalized) is 0.851. (10) The peptide sequence is DIKLIDIAL. The MHC is HLA-A02:11 with pseudo-sequence HLA-A02:11. The binding affinity (normalized) is 0.0847.